This data is from Reaction yield outcomes from USPTO patents with 853,638 reactions. The task is: Predict the reaction yield, written as a fraction of the theoretical maximum amount of product (1.0 means a 100% yield; for example, 0.34 means a 34% yield). (1) The reactants are C(O)(C(F)(F)F)=O.[Br:8][C:9]1[CH:42]=[CH:41][C:12]([NH:13][C:14]2[C:23]3[C:18](=[CH:19][C:20]([O:26][CH2:27][CH:28]4[CH2:33][CH2:32][N:31](C(OC(C)(C)C)=O)[CH2:30][CH2:29]4)=[C:21]([O:24][CH3:25])[CH:22]=3)[N:17]=[CH:16][N:15]=2)=[C:11]([F:43])[CH:10]=1. The catalyst is C(Cl)Cl. The product is [Br:8][C:9]1[CH:42]=[CH:41][C:12]([NH:13][C:14]2[C:23]3[C:18](=[CH:19][C:20]([O:26][CH2:27][CH:28]4[CH2:29][CH2:30][NH:31][CH2:32][CH2:33]4)=[C:21]([O:24][CH3:25])[CH:22]=3)[N:17]=[CH:16][N:15]=2)=[C:11]([F:43])[CH:10]=1. The yield is 0.705. (2) The reactants are [O:1]=[C:2]1[NH:7][C:6](=[S:8])[N:5]([CH2:9][C:10]([OH:12])=[O:11])[C:4]2[CH2:13][CH2:14][CH2:15][C:3]1=2.[OH-].[K+].C([O-])([O-])=O.[K+].[K+].[F:24][C:25]1[CH:32]=[CH:31][C:28]([CH2:29]Cl)=[CH:27][CH:26]=1.C(O)=O. The catalyst is O.C(O)(C)C. The product is [F:24][C:25]1[CH:32]=[CH:31][C:28]([CH2:29][S:8][C:6]2[N:5]([CH2:9][C:10]([OH:12])=[O:11])[C:4]3[CH2:13][CH2:14][CH2:15][C:3]=3[C:2](=[O:1])[N:7]=2)=[CH:27][CH:26]=1. The yield is 0.920.